The task is: Predict the product of the given reaction.. This data is from Forward reaction prediction with 1.9M reactions from USPTO patents (1976-2016). Given the reactants Br[C:2]1[S:3][C:4]2[CH2:5][N:6]([CH3:11])[CH2:7][CH2:8][C:9]=2[N:10]=1.C([Li:16])CCC.CCCCCC.[C:23](=[O:25])=[O:24], predict the reaction product. The product is: [CH3:11][N:6]1[CH2:7][CH2:8][C:9]2[N:10]=[C:2]([C:23]([O-:25])=[O:24])[S:3][C:4]=2[CH2:5]1.[Li+:16].